This data is from Forward reaction prediction with 1.9M reactions from USPTO patents (1976-2016). The task is: Predict the product of the given reaction. (1) Given the reactants [Cl:1][C:2]1[CH:7]=[CH:6][CH:5]=[C:4]([F:8])[C:3]=1[CH2:9][CH2:10][NH:11][C:12]1[N:17]=[C:16]([O:18][CH3:19])[N:15]=[C:14]([C:20]2[CH:21]=[C:22]([CH:25]=[CH:26][CH:27]=2)[CH:23]=[O:24])[CH:13]=1.CO.[BH4-].[Na+], predict the reaction product. The product is: [Cl:1][C:2]1[CH:7]=[CH:6][CH:5]=[C:4]([F:8])[C:3]=1[CH2:9][CH2:10][NH:11][C:12]1[N:17]=[C:16]([O:18][CH3:19])[N:15]=[C:14]([C:20]2[CH:21]=[C:22]([CH2:23][OH:24])[CH:25]=[CH:26][CH:27]=2)[CH:13]=1. (2) Given the reactants Br[C:2]1[CH:7]=[C:6]([F:8])[CH:5]=[C:4]([O:9][C:10]([CH3:13])([CH3:12])[CH3:11])[CH:3]=1.C(C1C=CC=CC=1)(=O)C1C=CC=CC=1.C[O-].[Na+].C1(P(C2C=CC=CC=2)C2C=CC3C(=CC=CC=3)C=2C2C3C(=CC=CC=3)C=CC=2P(C2C=CC=CC=2)C2C=CC=CC=2)C=CC=CC=1.CC([O-])=O.[Na+].Cl.[NH2:83]O, predict the reaction product. The product is: [C:10]([O:9][C:4]1[CH:3]=[C:2]([NH2:83])[CH:7]=[C:6]([F:8])[CH:5]=1)([CH3:13])([CH3:12])[CH3:11]. (3) The product is: [Cl:2][C:3]1[CH:14]=[C:13]2[C:6](=[CH:5][CH:4]=1)[NH:7][CH:8]=[C:9]2[CH2:10][CH2:11][N:12]1[CH2:16][CH2:17][CH2:18][CH2:19][C:20]1=[O:21]. Given the reactants Cl.[Cl:2][C:3]1[CH:14]=[C:13]2[C:6]([NH:7][CH:8]=[C:9]2[CH2:10][CH2:11][NH2:12])=[CH:5][CH:4]=1.Br[CH2:16][CH2:17][CH2:18][CH2:19][C:20]([O-])=[O:21], predict the reaction product.